From a dataset of Forward reaction prediction with 1.9M reactions from USPTO patents (1976-2016). Predict the product of the given reaction. Given the reactants CC(OC(/N=N/C(OC(C)C)=O)=O)C.C1(P(C2C=CC=CC=2)C2C=CC=CC=2)C=CC=CC=1.O[CH2:35][C@H:36]1[C:45]2[C:40](=[CH:41][CH:42]=[CH:43][CH:44]=2)[CH2:39][CH2:38][N:37]1[C:46]([O:48][C:49]([CH3:52])([CH3:51])[CH3:50])=[O:47].[C:53]1(=[O:63])[NH:57][C:56](=[O:58])[C:55]2=[CH:59][CH:60]=[CH:61][CH:62]=[C:54]12, predict the reaction product. The product is: [O:63]=[C:53]1[C:54]2[CH:62]=[CH:61][CH:60]=[CH:59][C:55]=2[C:56](=[O:58])[N:57]1[CH2:35][C@H:36]1[C:45]2[C:40](=[CH:41][CH:42]=[CH:43][CH:44]=2)[CH2:39][CH2:38][N:37]1[C:46]([O:48][C:49]([CH3:52])([CH3:51])[CH3:50])=[O:47].